The task is: Binary Classification. Given a drug SMILES string, predict its activity (active/inactive) in a high-throughput screening assay against a specified biological target.. This data is from HIV replication inhibition screening data with 41,000+ compounds from the AIDS Antiviral Screen. (1) The compound is CC(C)C(=N)Nc1ccc(Cl)c(Cl)c1. The result is 0 (inactive). (2) The drug is CC(=O)OC1C(COC(N)=O)OC(n2c(-c3ccc(C)cc3)cc(-c3ccccc3)c(C#N)c2=O)C(OC(C)=O)C1OC(C)=O. The result is 0 (inactive). (3) The compound is C=C1C2CCC3(CCC4C5(C)CCCC4(C=[N+](CCOC(C)=O)C5)C3C2)C1OC(C)=O. The result is 0 (inactive). (4) The compound is O=C1C=C(NC(=O)C2CCCCC2)c2ncccc2C1=O. The result is 0 (inactive). (5) The drug is CCC1CC(=O)c2c(cc3c(c2O)C(=O)c2ccccc2C3=O)C1(C#N)C(=O)OC(C)(C)C. The result is 0 (inactive). (6) The molecule is CN(C)c1ccc(C(=C2C=CC(=[N+](C)C)C=C2)c2ccc(N(C)C)cc2)cc1. The result is 0 (inactive). (7) The compound is C=CCC(N)Cc1ccccc1. The result is 0 (inactive).